This data is from Full USPTO retrosynthesis dataset with 1.9M reactions from patents (1976-2016). The task is: Predict the reactants needed to synthesize the given product. (1) Given the product [CH3:42][O:41][C:39]1[CH:38]=[C:35]([CH2:36][N:9]2[C:10](=[O:23])[C:11]([C:14]([NH:16][CH2:17][C:18]([OH:20])=[O:19])=[O:15])=[C:12]([OH:13])[N:7]([CH:1]3[CH2:2][CH2:3][CH2:4][CH2:5][CH2:6]3)[C:8]2=[O:24])[CH:34]=[C:33]([O:32][CH3:31])[CH:40]=1, predict the reactants needed to synthesize it. The reactants are: [CH:1]1([N:7]2[C:12]([OH:13])=[C:11]([C:14]([NH:16][CH2:17][C:18]([O:20]CC)=[O:19])=[O:15])[C:10](=[O:23])[NH:9][C:8]2=[O:24])[CH2:6][CH2:5][CH2:4][CH2:3][CH2:2]1.C(=O)([O-])[O-].[K+].[K+].[CH3:31][O:32][C:33]1[CH:34]=[C:35]([CH:38]=[C:39]([O:41][CH3:42])[CH:40]=1)[CH2:36]Br.Cl. (2) Given the product [Cl:1][C:2]([F:33])([F:34])[O:3][C:4]1[C:5]([N:38]2[CH2:39][CH2:40][N:35]([C:41]3[N:42]=[CH:43][CH:44]=[CH:45][N:46]=3)[CH2:36][CH2:37]2)=[C:6]([F:31])[CH:7]=[C:8]2[C:13]=1[N:12]([C:14]1[CH:15]=[CH:16][C:17]([CH2:20][N:21]([CH2:23][CH3:24])[CH3:22])=[CH:18][CH:19]=1)[CH:11]=[C:10]([C:25]([OH:27])=[O:26])[C:9]2=[O:30], predict the reactants needed to synthesize it. The reactants are: [Cl:1][C:2]([F:34])([F:33])[O:3][C:4]1[C:5](F)=[C:6]([F:31])[CH:7]=[C:8]2[C:13]=1[N:12]([C:14]1[CH:19]=[CH:18][C:17]([CH2:20][N:21]([CH2:23][CH3:24])[CH3:22])=[CH:16][CH:15]=1)[CH:11]=[C:10]([C:25]([O:27]CC)=[O:26])[C:9]2=[O:30].[N:35]1([C:41]2[N:46]=[CH:45][CH:44]=[CH:43][N:42]=2)[CH2:40][CH2:39][NH:38][CH2:37][CH2:36]1. (3) Given the product [C:35]([O:34][C:32]([NH:31][CH2:30][CH2:29][O:28][CH2:27][CH2:26][N:14]([CH2:13][CH2:12][O:11][CH2:10][CH2:9][NH:8][C:6]([O:5][C:1]([CH3:4])([CH3:3])[CH3:2])=[O:7])[CH2:15][C:16]([OH:18])=[O:17])=[O:33])([CH3:38])([CH3:37])[CH3:36], predict the reactants needed to synthesize it. The reactants are: [C:1]([O:5][C:6]([NH:8][CH2:9][CH2:10][O:11][CH2:12][CH2:13][N:14]([CH2:26][CH2:27][O:28][CH2:29][CH2:30][NH:31][C:32]([O:34][C:35]([CH3:38])([CH3:37])[CH3:36])=[O:33])[CH2:15][C:16]([O:18]CC1C=CC=CC=1)=[O:17])=[O:7])([CH3:4])([CH3:3])[CH3:2].